Predict the product of the given reaction. From a dataset of Forward reaction prediction with 1.9M reactions from USPTO patents (1976-2016). Given the reactants [C:1]([O:4][C:5]1[CH:29]=[CH:28][C:8]([C:9]2[C:18](=[O:19])[C:17]3[C:12](=[C:13]([O:24][C:25](=[O:27])[CH3:26])[C:14]([O:20][C:21](=[O:23])[CH3:22])=[CH:15][CH:16]=3)[O:11][CH:10]=2)=[CH:7][CH:6]=1)(=[O:3])[CH3:2], predict the reaction product. The product is: [C:1]([O:4][C:5]1[CH:29]=[CH:28][C:8]([CH:9]2[CH:18]([OH:19])[C:17]3[C:12](=[C:13]([O:24][C:25](=[O:27])[CH3:26])[C:14]([O:20][C:21](=[O:23])[CH3:22])=[CH:15][CH:16]=3)[O:11][CH2:10]2)=[CH:7][CH:6]=1)(=[O:3])[CH3:2].